From a dataset of Full USPTO retrosynthesis dataset with 1.9M reactions from patents (1976-2016). Predict the reactants needed to synthesize the given product. (1) Given the product [CH3:1][O:2][C:3]1[CH:4]=[C:5]([CH:28]=[CH:29][C:30]=1[O:31][CH3:32])[CH2:6][C:7]1[N:11]([C:12]2[CH:17]=[C:16]([CH2:18][CH2:19][C:20]3[CH:25]=[CH:24][C:23]([CH3:26])=[CH:22][N:21]=3)[N:15]=[C:14]([CH3:27])[N:13]=2)[N:10]=[CH:9][N:8]=1, predict the reactants needed to synthesize it. The reactants are: [CH3:1][O:2][C:3]1[CH:4]=[C:5]([CH:28]=[CH:29][C:30]=1[O:31][CH3:32])[CH2:6][C:7]1[N:11]([C:12]2[CH:17]=[C:16]([C:18]#[C:19][C:20]3[CH:25]=[CH:24][C:23]([CH3:26])=[CH:22][N:21]=3)[N:15]=[C:14]([CH3:27])[N:13]=2)[N:10]=[CH:9][N:8]=1. (2) Given the product [CH2:11]([O:18][C:19]([C:21]1([C:24](=[O:41])[NH:25][C:26]2[CH:31]=[CH:30][C:29]([O:32][C:33]3[CH:38]=[CH:37][N:36]=[C:35]([NH:39][C:2]([O:4][C:5]4[CH:10]=[CH:9][CH:8]=[CH:7][CH:6]=4)=[O:3])[CH:34]=3)=[CH:28][C:27]=2[F:40])[CH2:22][CH2:23]1)=[O:20])[C:12]1[CH:13]=[CH:14][CH:15]=[CH:16][CH:17]=1, predict the reactants needed to synthesize it. The reactants are: Cl[C:2]([O:4][C:5]1[CH:10]=[CH:9][CH:8]=[CH:7][CH:6]=1)=[O:3].[CH2:11]([O:18][C:19]([C:21]1([C:24](=[O:41])[NH:25][C:26]2[CH:31]=[CH:30][C:29]([O:32][C:33]3[CH:38]=[CH:37][N:36]=[C:35]([NH2:39])[CH:34]=3)=[CH:28][C:27]=2[F:40])[CH2:23][CH2:22]1)=[O:20])[C:12]1[CH:17]=[CH:16][CH:15]=[CH:14][CH:13]=1.ClC(OC1C=CC=CC=1)=O.C(#N)C.C(OC(C1(C(=O)NC2C=CC(OC3C=CN=C(N)C=3)=CC=2F)CC1)=O)C1C=CC=CC=1.O1CCCC1.